This data is from Peptide-MHC class II binding affinity with 134,281 pairs from IEDB. The task is: Regression. Given a peptide amino acid sequence and an MHC pseudo amino acid sequence, predict their binding affinity value. This is MHC class II binding data. (1) The peptide sequence is IDSSYFANVLAKKMP. The MHC is DRB5_0101 with pseudo-sequence DRB5_0101. The binding affinity (normalized) is 0.408. (2) The peptide sequence is TSGSPIINREGKVVG. The MHC is DRB1_1302 with pseudo-sequence DRB1_1302. The binding affinity (normalized) is 0.749. (3) The peptide sequence is QYAKEIWGITANPVP. The MHC is DRB1_0405 with pseudo-sequence DRB1_0405. The binding affinity (normalized) is 0.852.